Dataset: Reaction yield outcomes from USPTO patents with 853,638 reactions. Task: Predict the reaction yield, written as a fraction of the theoretical maximum amount of product (1.0 means a 100% yield; for example, 0.34 means a 34% yield). The reactants are [S:1]1[CH:5]=[CH:4][C:3]([C:6]2[CH:11]=[CH:10][C:9]([CH:12]([CH3:20])[CH2:13][NH:14][S:15]([CH:18]=[CH2:19])(=[O:17])=[O:16])=[CH:8][CH:7]=2)=[CH:2]1. The catalyst is [Pd].C(OCC)(=O)C. The product is [S:1]1[CH:5]=[CH:4][C:3]([C:6]2[CH:7]=[CH:8][C:9]([CH:12]([CH3:20])[CH2:13][NH:14][S:15]([CH2:18][CH3:19])(=[O:17])=[O:16])=[CH:10][CH:11]=2)=[CH:2]1. The yield is 0.990.